Regression. Given two drug SMILES strings and cell line genomic features, predict the synergy score measuring deviation from expected non-interaction effect. From a dataset of NCI-60 drug combinations with 297,098 pairs across 59 cell lines. (1) Drug 1: CC1C(C(CC(O1)OC2CC(CC3=C2C(=C4C(=C3O)C(=O)C5=C(C4=O)C(=CC=C5)OC)O)(C(=O)C)O)N)O.Cl. Drug 2: CC1=C(C=C(C=C1)NC(=O)C2=CC=C(C=C2)CN3CCN(CC3)C)NC4=NC=CC(=N4)C5=CN=CC=C5. Cell line: PC-3. Synergy scores: CSS=14.8, Synergy_ZIP=-4.40, Synergy_Bliss=3.56, Synergy_Loewe=-11.5, Synergy_HSA=2.28. (2) Drug 1: CCC1(CC2CC(C3=C(CCN(C2)C1)C4=CC=CC=C4N3)(C5=C(C=C6C(=C5)C78CCN9C7C(C=CC9)(C(C(C8N6C=O)(C(=O)OC)O)OC(=O)C)CC)OC)C(=O)OC)O.OS(=O)(=O)O. Drug 2: C1=NC2=C(N=C(N=C2N1C3C(C(C(O3)CO)O)F)Cl)N. Cell line: U251. Synergy scores: CSS=16.2, Synergy_ZIP=1.39, Synergy_Bliss=3.33, Synergy_Loewe=-32.2, Synergy_HSA=-2.89.